The task is: Regression. Given two drug SMILES strings and cell line genomic features, predict the synergy score measuring deviation from expected non-interaction effect.. This data is from NCI-60 drug combinations with 297,098 pairs across 59 cell lines. (1) Drug 1: CC1=CC2C(CCC3(C2CCC3(C(=O)C)OC(=O)C)C)C4(C1=CC(=O)CC4)C. Drug 2: CC1=C(C(=CC=C1)Cl)NC(=O)C2=CN=C(S2)NC3=CC(=NC(=N3)C)N4CCN(CC4)CCO. Cell line: HCC-2998. Synergy scores: CSS=-1.37, Synergy_ZIP=2.42, Synergy_Bliss=4.95, Synergy_Loewe=0.146, Synergy_HSA=0.680. (2) Drug 1: C1=CN(C=N1)CC(O)(P(=O)(O)O)P(=O)(O)O. Drug 2: CCC1(C2=C(COC1=O)C(=O)N3CC4=CC5=C(C=CC(=C5CN(C)C)O)N=C4C3=C2)O.Cl. Cell line: TK-10. Synergy scores: CSS=22.3, Synergy_ZIP=-6.22, Synergy_Bliss=-0.269, Synergy_Loewe=-34.6, Synergy_HSA=0.427. (3) Drug 1: CC(CN1CC(=O)NC(=O)C1)N2CC(=O)NC(=O)C2. Drug 2: C1C(C(OC1N2C=NC3=C2NC=NCC3O)CO)O. Cell line: HOP-62. Synergy scores: CSS=8.45, Synergy_ZIP=0.0473, Synergy_Bliss=2.92, Synergy_Loewe=2.05, Synergy_HSA=3.51. (4) Drug 1: C1CC(=O)NC(=O)C1N2C(=O)C3=CC=CC=C3C2=O. Drug 2: C1CCC(C(C1)N)N.C(=O)(C(=O)[O-])[O-].[Pt+4]. Cell line: MOLT-4. Synergy scores: CSS=38.6, Synergy_ZIP=-0.624, Synergy_Bliss=-3.78, Synergy_Loewe=-43.3, Synergy_HSA=-5.52.